This data is from Full USPTO retrosynthesis dataset with 1.9M reactions from patents (1976-2016). The task is: Predict the reactants needed to synthesize the given product. (1) Given the product [CH3:38][O:39][C:40]([CH:42]1[CH2:47][CH2:46][CH:45]([CH2:48][C:49]#[C:50][C:2]2[N:10]=[C:9]3[C:5]([N:6]=[CH:7][N:8]3[C@@H:11]3[CH2:15][C@H:14]([NH:16][C:17](=[O:20])[CH2:18][CH3:19])[C@@H:13]([OH:21])[C@H:12]3[OH:22])=[C:4]([NH:23][CH2:24][CH:25]([C:32]3[CH:37]=[CH:36][CH:35]=[CH:34][CH:33]=3)[C:26]3[CH:31]=[CH:30][CH:29]=[CH:28][CH:27]=3)[N:3]=2)[CH2:44][CH2:43]1)=[O:41], predict the reactants needed to synthesize it. The reactants are: Cl[C:2]1[N:10]=[C:9]2[C:5]([N:6]=[CH:7][N:8]2[C@@H:11]2[CH2:15][C@H:14]([NH:16][C:17](=[O:20])[CH2:18][CH3:19])[C@@H:13]([OH:21])[C@H:12]2[OH:22])=[C:4]([NH:23][CH2:24][CH:25]([C:32]2[CH:37]=[CH:36][CH:35]=[CH:34][CH:33]=2)[C:26]2[CH:31]=[CH:30][CH:29]=[CH:28][CH:27]=2)[N:3]=1.[CH3:38][O:39][C:40]([CH:42]1[CH2:47][CH2:46][CH:45]([CH2:48][C:49]#[CH:50])[CH2:44][CH2:43]1)=[O:41].C1(P(C2C=CC=CC=2)C2C=CC=CC=2)C=CC=CC=1. (2) Given the product [CH3:15][O:16][C:17]1[CH:22]=[CH:21][C:20]([C:2]2[N:3]=[C:4]([C:7]3[CH:12]=[CH:11][CH:10]=[C:9]([O:13][CH3:14])[CH:8]=3)[S:5][CH:6]=2)=[CH:19][CH:18]=1, predict the reactants needed to synthesize it. The reactants are: Br[C:2]1[N:3]=[C:4]([C:7]2[CH:12]=[CH:11][CH:10]=[C:9]([O:13][CH3:14])[CH:8]=2)[S:5][CH:6]=1.[CH3:15][O:16][C:17]1[CH:22]=[CH:21][C:20](B(O)O)=[CH:19][CH:18]=1. (3) Given the product [ClH:46].[ClH:46].[CH3:5][NH:6][C:39]([C:38]1[N:37]=[CH:36][N:31]2[C:32]3[C:27](=[C:26]([CH2:25][CH2:24][N:21]4[CH2:20][CH2:19][N:18]([C:14]5[CH:13]=[CH:12][CH:11]=[C:10]6[C:15]=5[CH:16]=[CH:17][C:8]([CH3:7])=[N:9]6)[CH2:23][CH2:22]4)[CH:35]=[CH:34][CH:33]=3)[CH:28]=[CH:29][C:30]=12)=[O:41], predict the reactants needed to synthesize it. The reactants are: C[Al](C)C.[CH3:5][NH2:6].[CH3:7][C:8]1[CH:17]=[CH:16][C:15]2[C:10](=[CH:11][CH:12]=[CH:13][C:14]=2[N:18]2[CH2:23][CH2:22][N:21]([CH2:24][CH2:25][C:26]3[CH:35]=[CH:34][CH:33]=[C:32]4[C:27]=3[CH:28]=[CH:29][C:30]3[N:31]4[CH:36]=[N:37][C:38]=3[C:39]([O:41]CC)=O)[CH2:20][CH2:19]2)[N:9]=1.[OH-].[Na+].[ClH:46]. (4) Given the product [F:17][C:18]([F:27])([F:28])[C:19]1[CH:20]=[C:21]([CH:24]=[CH:25][CH:26]=1)[CH:22]=[N:10][NH:9][C:7]([C:2]1[C:1]([C:11]2[CH:16]=[CH:15][CH:14]=[CH:13][CH:12]=2)=[CH:6][CH:5]=[CH:4][CH:3]=1)=[O:8], predict the reactants needed to synthesize it. The reactants are: [C:1]1([C:11]2[CH:16]=[CH:15][CH:14]=[CH:13][CH:12]=2)[C:2]([C:7]([NH:9][NH2:10])=[O:8])=[CH:3][CH:4]=[CH:5][CH:6]=1.[F:17][C:18]([F:28])([F:27])[C:19]1[CH:20]=[C:21]([CH:24]=[CH:25][CH:26]=1)[CH:22]=O.O.